Dataset: Full USPTO retrosynthesis dataset with 1.9M reactions from patents (1976-2016). Task: Predict the reactants needed to synthesize the given product. (1) Given the product [C:17]1([C:7]2[CH:12]=[CH:11][C:10]([CH2:13][CH2:14][OH:15])=[CH:9][CH:8]=2)[CH:22]=[CH:21][CH:20]=[CH:19][CH:18]=1, predict the reactants needed to synthesize it. The reactants are: [H-].[H-].[H-].[H-].[Li+].[Al+3].[C:7]1([C:17]2[CH:22]=[CH:21][CH:20]=[CH:19][CH:18]=2)[CH:12]=[CH:11][C:10]([CH2:13][C:14](O)=[O:15])=[CH:9][CH:8]=1.O.[OH-].[K+]. (2) The reactants are: [N:1]([C:4]1[CH:5]=[C:6]2[C:10](=[CH:11][CH:12]=1)[NH:9][C:8](=[O:13])[CH2:7]2)=[C:2]=S.C1(C([O-])=O)C=C(C)C=C(C)C=1.[NH2:25][N+:26]1[CH:31]=[CH:30][N:29]=[CH:28][C:27]=1[NH2:32].C(N(C(C)C)CC)(C)C.CCN=C=NCCCN(C)C.[Cl:53]CCl. Given the product [Cl:53][C:28]1[C:27]2[N:26]([N:25]=[C:2]([NH:1][C:4]3[CH:5]=[C:6]4[C:10](=[CH:11][CH:12]=3)[NH:9][C:8](=[O:13])[CH2:7]4)[N:32]=2)[CH:31]=[CH:30][N:29]=1, predict the reactants needed to synthesize it. (3) Given the product [CH2:1]([C:3]([CH2:8][OH:9])([CH3:7])[C:4]([O:6][CH2:12][C:13]1[CH:18]=[CH:17][CH:16]=[CH:15][CH:14]=1)=[O:5])[OH:2], predict the reactants needed to synthesize it. The reactants are: [CH2:1]([C:3]([CH2:8][OH:9])([CH3:7])[C:4]([OH:6])=[O:5])[OH:2].[OH-].[K+].[CH2:12](Br)[C:13]1[CH:18]=[CH:17][CH:16]=[CH:15][CH:14]=1.